Dataset: Forward reaction prediction with 1.9M reactions from USPTO patents (1976-2016). Task: Predict the product of the given reaction. (1) Given the reactants CSC.B.[C:5]([O:9][C:10]([N:12]1[CH2:16][C@@H:15]([O:17][C:18]2[CH:27]=[CH:26][C:25]3[C:20](=[CH:21][CH:22]=[CH:23][CH:24]=3)[CH:19]=2)[CH2:14][C@H:13]1[C:28](O)=[O:29])=[O:11])([CH3:8])([CH3:7])[CH3:6].O, predict the reaction product. The product is: [C:5]([O:9][C:10]([N:12]1[CH2:16][C@@H:15]([O:17][C:18]2[CH:27]=[CH:26][C:25]3[C:20](=[CH:21][CH:22]=[CH:23][CH:24]=3)[CH:19]=2)[CH2:14][C@H:13]1[CH2:28][OH:29])=[O:11])([CH3:8])([CH3:7])[CH3:6]. (2) Given the reactants CC(C)([O-])C.[Na+].CC(OC1C=CC=C(OC(C)C)C=1C1C(P(C2CCCCC2)C2CCCCC2)=CC=CC=1)C.Cl[C:41]1[C:50]2[C:45](=[CH:46][C:47]([F:51])=[CH:48][CH:49]=2)[N:44]=[C:43]([C:52]2[CH:57]=[CH:56][CH:55]=[CH:54][N:53]=2)[C:42]=1[CH3:58].[N:59]1([C:65]2[CH:70]=[C:69]3[NH:71][CH2:72][C:73]4([CH2:76][S:75](=[O:78])(=[O:77])[CH2:74]4)[C:68]3=[CH:67][CH:66]=2)[CH2:64][CH2:63][O:62][CH2:61][CH2:60]1, predict the reaction product. The product is: [F:51][C:47]1[CH:46]=[C:45]2[C:50]([C:41]([N:71]3[C:69]4[C:68](=[CH:67][CH:66]=[C:65]([N:59]5[CH2:60][CH2:61][O:62][CH2:63][CH2:64]5)[CH:70]=4)[C:73]4([CH2:74][S:75](=[O:77])(=[O:78])[CH2:76]4)[CH2:72]3)=[C:42]([CH3:58])[C:43]([C:52]3[CH:57]=[CH:56][CH:55]=[CH:54][N:53]=3)=[N:44]2)=[CH:49][CH:48]=1. (3) Given the reactants [Cl-].[CH2:2]([N+:18]1[CH:23]=[CH:22][CH:21]=[CH:20][CH:19]=1)[CH2:3][CH2:4][CH2:5][CH2:6][CH2:7][CH2:8][CH2:9][CH2:10][CH2:11][CH2:12][CH2:13][CH2:14][CH2:15][CH2:16][CH3:17].[CH3:24][C:25]([N-:27][S:28]([C:31]1[CH:32]=[CH:33][C:34]([NH2:37])=[CH:35][CH:36]=1)(=[O:30])=[O:29])=[O:26].[Na+].C(Cl)(Cl)Cl.CS(C)=O, predict the reaction product. The product is: [CH2:2]([N+:18]1[CH:19]=[CH:20][CH:21]=[CH:22][CH:23]=1)[CH2:3][CH2:4][CH2:5][CH2:6][CH2:7][CH2:8][CH2:9][CH2:10][CH2:11][CH2:12][CH2:13][CH2:14][CH2:15][CH2:16][CH3:17].[CH3:24][C:25]([NH:27][S:28]([C:31]1[CH:36]=[CH:35][C:34]([NH2:37])=[CH:33][CH:32]=1)(=[O:30])=[O:29])=[O:26]. (4) Given the reactants C[O:2][C:3]1[CH:12]=[CH:11][C:10]2[C:5](=[CH:6][CH:7]=[C:8]([C:13]3[CH:18]=[CH:17][CH:16]=[C:15]([O:19]C)[CH:14]=3)[CH:9]=2)[C:4]=1[C:21]([NH:23][C:24]1[CH:29]=[CH:28][CH:27]=[C:26]([O:30]C)[CH:25]=1)=[O:22].B(Br)(Br)Br, predict the reaction product. The product is: [OH:2][C:3]1[CH:12]=[CH:11][C:10]2[C:5](=[CH:6][CH:7]=[C:8]([C:13]3[CH:18]=[CH:17][CH:16]=[C:15]([OH:19])[CH:14]=3)[CH:9]=2)[C:4]=1[C:21]([NH:23][C:24]1[CH:29]=[CH:28][CH:27]=[C:26]([OH:30])[CH:25]=1)=[O:22]. (5) Given the reactants [Cl:1][C:2]1[C:7]2[C:8]([I:11])=[N:9][NH:10][C:6]=2[CH:5]=[CH:4][N:3]=1.[H-].[Na+].Br[CH:15]([CH3:17])[CH3:16], predict the reaction product. The product is: [Cl:1][C:2]1[C:7]2[C:8]([I:11])=[N:9][N:10]([CH:15]([CH3:17])[CH3:16])[C:6]=2[CH:5]=[CH:4][N:3]=1. (6) Given the reactants [C:1]([C:3]1[CH:4]=[C:5]([NH:9][C:10]2[C:19]3[C:14](=[CH:15][C:16]([O:21][CH3:22])=[C:17]([NH2:20])[CH:18]=3)[N:13]=[CH:12][N:11]=2)[CH:6]=[CH:7][CH:8]=1)#[CH:2].O=[C:24]1[CH2:29][CH2:28][N:27]([C:30]([O:32][CH2:33][C:34]2[CH:39]=[CH:38][CH:37]=[CH:36][CH:35]=2)=[O:31])[CH2:26][CH2:25]1, predict the reaction product. The product is: [C:1]([C:3]1[CH:4]=[C:5]([NH:9][C:10]2[C:19]3[C:14](=[CH:15][C:16]([O:21][CH3:22])=[C:17]([NH:20][CH:24]4[CH2:29][CH2:28][N:27]([C:30]([O:32][CH2:33][C:34]5[CH:35]=[CH:36][CH:37]=[CH:38][CH:39]=5)=[O:31])[CH2:26][CH2:25]4)[CH:18]=3)[N:13]=[CH:12][N:11]=2)[CH:6]=[CH:7][CH:8]=1)#[CH:2]. (7) Given the reactants [CH3:1][CH2:2][N:3]1[C:9]2[CH:10]=[C:11]([N:15]3[CH2:20][CH2:19][NH:18][CH2:17][CH2:16]3)[C:12]([F:14])=[CH:13][C:8]=2[C:6](=[O:7])[C:5]([C:21]([OH:23])=[O:22])=[CH:4]1.Br[CH2:25][C:26]([C:28]1[CH:33]=[CH:32][C:31]([O:34][CH3:35])=[CH:30][CH:29]=1)=[O:27], predict the reaction product. The product is: [CH2:2]([N:3]1[C:9]2[C:8](=[CH:13][C:12]([F:14])=[C:11]([N:15]3[CH2:20][CH2:19][N:18]([CH2:25][C:26]([C:28]4[CH:33]=[CH:32][C:31]([O:34][CH3:35])=[CH:30][CH:29]=4)=[O:27])[CH2:17][CH2:16]3)[CH:10]=2)[C:6](=[O:7])[C:5]([C:21]([OH:23])=[O:22])=[CH:4]1)[CH3:1].